From a dataset of Full USPTO retrosynthesis dataset with 1.9M reactions from patents (1976-2016). Predict the reactants needed to synthesize the given product. (1) Given the product [CH3:27][O:1][C:2]([O:21][CH3:20])([C:14]1[CH:19]=[CH:18][CH:17]=[CH:16][CH:15]=1)[CH2:3][C:4]1[CH:13]=[CH:12][C:7]([C:8]([OH:10])=[O:9])=[CH:6][CH:5]=1, predict the reactants needed to synthesize it. The reactants are: [O:1]=[C:2]([C:14]1[CH:19]=[CH:18][CH:17]=[CH:16][CH:15]=1)[CH2:3][C:4]1[CH:13]=[CH:12][C:7]([C:8]([O:10]C)=[O:9])=[CH:6][CH:5]=1.[CH3:20][O:21]C(OC)OC.[CH3:27]C1(C)C2(CS(O)(=O)=O)C(CC1CC2)=O.CCN(CC)CC. (2) The reactants are: C([O:3][C:4](=O)[C:5]1[CH:10]=[CH:9][C:8]([O:11][C:12]2[CH:17]=[CH:16][C:15]([C:18]3[CH:22]=[CH:21][S:20][CH:19]=3)=[CH:14][CH:13]=2)=[CH:7][CH:6]=1)C.[H-].[H-].[H-].[H-].[Li+].[Al+3]. Given the product [S:20]1[CH:21]=[CH:22][C:18]([C:15]2[CH:16]=[CH:17][C:12]([O:11][C:8]3[CH:9]=[CH:10][C:5]([CH2:4][OH:3])=[CH:6][CH:7]=3)=[CH:13][CH:14]=2)=[CH:19]1, predict the reactants needed to synthesize it. (3) Given the product [CH2:6]([C:5]1[NH:17][N:2]=[CH:3][C:4]=1[C:9]1[CH:14]=[CH:13][CH:12]=[CH:11][CH:10]=1)[CH3:7], predict the reactants needed to synthesize it. The reactants are: C[N:2](C)[CH:3]=[C:4]([C:9]1[CH:14]=[CH:13][CH:12]=[CH:11][CH:10]=1)[C:5](=O)[CH2:6][CH3:7].O.[NH2:17]N. (4) Given the product [C:38]([CH:40]([CH:18]([CH2:17][CH3:16])[CH2:19][CH3:14])[C:41]([O:43][CH2:44][CH3:45])=[O:42])#[N:39], predict the reactants needed to synthesize it. The reactants are: [C:18]1(P([C:14]2[CH:19]=[CH:18][CH:17]=[CH:16]C=2)[C:18]2[CH:19]=[CH:14]C=[CH:16][CH:17]=2)[CH:19]=[CH:14]C=[CH:16][CH:17]=1.N(C(OCC)=O)=NC(OCC)=O.CCC(O)CC.[C:38]([CH2:40][C:41]([O:43][CH2:44][CH3:45])=[O:42])#[N:39]. (5) Given the product [Cl:1][C:2]1[N:3]([C:11]2[CH:16]=[CH:15][C:14]([O:17][CH2:18][CH2:21][CH2:22][Cl:23])=[CH:13][CH:12]=2)[N:4]=[C:5]2[C:10]=1[CH:9]=[CH:8][CH:7]=[CH:6]2, predict the reactants needed to synthesize it. The reactants are: [Cl:1][C:2]1[N:3]([C:11]2[CH:16]=[CH:15][C:14]([O:17][CH3:18])=[CH:13][CH:12]=2)[N:4]=[C:5]2[C:10]=1[CH:9]=[CH:8][CH:7]=[CH:6]2.BrC[CH2:21][CH2:22][Cl:23].C([O-])([O-])=O.[K+].[K+].